Regression/Classification. Given a drug SMILES string, predict its absorption, distribution, metabolism, or excretion properties. Task type varies by dataset: regression for continuous measurements (e.g., permeability, clearance, half-life) or binary classification for categorical outcomes (e.g., BBB penetration, CYP inhibition). Dataset: cyp2c19_veith. From a dataset of CYP2C19 inhibition data for predicting drug metabolism from PubChem BioAssay. (1) The molecule is Cc1cnn(-c2cc(N/N=C/c3ccccc3F)ncn2)c1. The result is 0 (non-inhibitor). (2) The molecule is CCN=C=NCCCN(C)C. The result is 0 (non-inhibitor). (3) The drug is CN(C)c1ccc(NC(=O)CN2C(=O)CN=C(c3ccccc3)c3ccccc32)cc1. The result is 1 (inhibitor). (4) The drug is COc1ccc(-c2nc3cnc(N4CCN(C)CC4)nc3n(Cc3ccc(F)cc3)c2=O)cc1. The result is 0 (non-inhibitor).